Dataset: CYP1A2 inhibition data for predicting drug metabolism from PubChem BioAssay. Task: Regression/Classification. Given a drug SMILES string, predict its absorption, distribution, metabolism, or excretion properties. Task type varies by dataset: regression for continuous measurements (e.g., permeability, clearance, half-life) or binary classification for categorical outcomes (e.g., BBB penetration, CYP inhibition). Dataset: cyp1a2_veith. (1) The compound is CC(C)NC(=O)N1CC[C@@]2(CCCN(C(=O)c3cccn3C)C2)C1. The result is 0 (non-inhibitor). (2) The result is 1 (inhibitor). The drug is c1nc(NC2CCNCC2)c2cc(-c3ccc4c(c3)OCO4)ccc2n1. (3) The molecule is COc1ccc(-n2nc(C(=O)NCC(=O)Nc3ccccn3)c3ccccc3c2=O)cc1. The result is 0 (non-inhibitor). (4) The compound is COCC(=O)N1CCC2(CC1)CCN(c1ccccn1)CC2. The result is 0 (non-inhibitor).